This data is from Aqueous solubility values for 9,982 compounds from the AqSolDB database. The task is: Regression/Classification. Given a drug SMILES string, predict its absorption, distribution, metabolism, or excretion properties. Task type varies by dataset: regression for continuous measurements (e.g., permeability, clearance, half-life) or binary classification for categorical outcomes (e.g., BBB penetration, CYP inhibition). For this dataset (solubility_aqsoldb), we predict Y. (1) The compound is CC(C)Nc1nc(NC(C)C)[nH]c(=O)n1. The Y is -2.81 log mol/L. (2) The compound is Clc1cc(Cl)c(-c2c(Cl)c(Cl)cc(Cl)c2Cl)c(Cl)c1. The Y is -8.49 log mol/L. (3) The molecule is Clc1cc(Cl)c(Cl)c(-c2cc(Cl)cc(Cl)c2Cl)c1. The Y is -8.56 log mol/L.